From a dataset of Catalyst prediction with 721,799 reactions and 888 catalyst types from USPTO. Predict which catalyst facilitates the given reaction. (1) Reactant: N1CCCC1.C(O)(=O)C.[CH3:10][O:11][C:12]1[CH:13]=[C:14]2[C:18](=[CH:19][CH:20]=1)[C:17](=O)[C:16]([CH3:27])([CH2:22][CH2:23][C:24](=[O:26])[CH3:25])[CH2:15]2. Product: [CH3:10][O:11][C:12]1[CH:13]=[C:14]2[C:18]([C:17]3[C:16]([CH3:27])([CH2:15]2)[CH2:22][CH2:23][C:24](=[O:26])[CH:25]=3)=[CH:19][CH:20]=1. The catalyst class is: 260. (2) Reactant: S(=O)(=O)(O)O.Cl.[CH2:7]([C:9]1[CH:14]=[CH:13][C:12]([NH:15]N)=[CH:11][CH:10]=1)[CH3:8].[CH3:17][N:18]1[CH2:23][CH2:22][CH2:21][CH2:20][C:19]1=O. Product: [CH2:7]([C:9]1[CH:14]=[CH:13][C:12]2[NH:15][C:21]3[CH2:22][CH2:23][N:18]([CH3:17])[CH2:19][C:20]=3[C:11]=2[CH:10]=1)[CH3:8]. The catalyst class is: 12. (3) Reactant: [CH3:1][O:2][C:3]1[CH:4]=[C:5]([NH:11][C:12]([C:14]2[C:18]3[N:19]=[CH:20][N:21]=[C:22]([S:23][CH3:24])[C:17]=3[S:16][CH:15]=2)=[O:13])[CH:6]=[C:7]([O:9][CH3:10])[CH:8]=1.C1C=C(Cl)C=C(C(OO)=[O:33])C=1.C(=O)(O)[O-].[Na+]. Product: [CH3:1][O:2][C:3]1[CH:4]=[C:5]([NH:11][C:12]([C:14]2[C:18]3[N:19]=[CH:20][N:21]=[C:22]([S:23]([CH3:24])=[O:33])[C:17]=3[S:16][CH:15]=2)=[O:13])[CH:6]=[C:7]([O:9][CH3:10])[CH:8]=1. The catalyst class is: 4. (4) Reactant: [CH3:1][CH:2]([C:4]1[N:8]([CH2:9][CH2:10][C@@H:11]([OH:19])[CH2:12][C@@H:13]([OH:18])[CH2:14][C:15]([O-:17])=[O:16])[C:7]([C:20]2[CH:25]=[CH:24][C:23]([F:26])=[CH:22][CH:21]=2)=[C:6]([C:27]2[CH:32]=[CH:31][CH:30]=[CH:29][CH:28]=2)[C:5]=1[C:33]([NH:35][C:36]1[CH:41]=[CH:40][CH:39]=[CH:38][CH:37]=1)=[O:34])[CH3:3].[Na+].O.C([O-])(=O)C.[Ca+2:48].C([O-])(=O)C.[Ca+2].C([O-])(=O)C.C([O-])(=O)C. Product: [CH3:3][CH:2]([C:4]1[N:8]([CH2:9][CH2:10][C@@H:11]([OH:19])[CH2:12][C@@H:13]([OH:18])[CH2:14][C:15]([O-:17])=[O:16])[C:7]([C:20]2[CH:21]=[CH:22][C:23]([F:26])=[CH:24][CH:25]=2)=[C:6]([C:27]2[CH:28]=[CH:29][CH:30]=[CH:31][CH:32]=2)[C:5]=1[C:33]([NH:35][C:36]1[CH:37]=[CH:38][CH:39]=[CH:40][CH:41]=1)=[O:34])[CH3:1].[CH3:3][CH:2]([C:4]1[N:8]([CH2:9][CH2:10][C@@H:11]([OH:19])[CH2:12][C@@H:13]([OH:18])[CH2:14][C:15]([O-:17])=[O:16])[C:7]([C:20]2[CH:21]=[CH:22][C:23]([F:26])=[CH:24][CH:25]=2)=[C:6]([C:27]2[CH:28]=[CH:29][CH:30]=[CH:31][CH:32]=2)[C:5]=1[C:33]([NH:35][C:36]1[CH:37]=[CH:38][CH:39]=[CH:40][CH:41]=1)=[O:34])[CH3:1].[Ca+2:48]. The catalyst class is: 6. (5) Reactant: [C:1]([O:5][C:6](=[O:22])[N:7]([CH:9]1[CH2:21][CH2:20][C:12]2(OCC(C)(C)C[O:13]2)[CH2:11][CH2:10]1)[CH3:8])([CH3:4])([CH3:3])[CH3:2].CC1C=CC(S([O-])(=O)=O)=CC=1.C1C=C[NH+]=CC=1. Product: [C:1]([O:5][C:6](=[O:22])[N:7]([CH3:8])[CH:9]1[CH2:21][CH2:20][C:12](=[O:13])[CH2:11][CH2:10]1)([CH3:4])([CH3:3])[CH3:2]. The catalyst class is: 95. (6) Reactant: P(Cl)(Cl)([Cl:3])=O.[Cl:6][C:7]1[CH:8]=[CH:9][C:10]2[NH:16][C:15]3[CH:17]=[CH:18][CH:19]=[CH:20][C:14]=3[C:13](=O)[NH:12][C:11]=2[CH:22]=1.CN(C)C1C=CC=CC=1. Product: [Cl:6][C:7]1[CH:8]=[CH:9][C:10]2[NH:16][C:15]3[CH:17]=[CH:18][CH:19]=[CH:20][C:14]=3[C:13]([Cl:3])=[N:12][C:11]=2[CH:22]=1. The catalyst class is: 11. (7) The catalyst class is: 350. Product: [CH3:1][O:2][C:3]1[CH:8]=[CH:7][CH:6]=[CH:5][C:4]=1[CH2:9][CH2:10][CH2:11][CH2:12][CH2:13][CH2:14][CH2:15][O:16][C:17]1[CH:18]=[CH:19][CH:20]=[CH:21][CH:22]=1. Reactant: [CH3:1][O:2][C:3]1[CH:8]=[CH:7][CH:6]=[CH:5][C:4]=1[CH:9]=[CH:10][CH2:11][CH2:12][CH2:13][CH2:14][CH2:15][O:16][C:17]1[CH:22]=[CH:21][CH:20]=[CH:19][CH:18]=1. (8) Reactant: [C:1]([Si:5]([O:8][CH2:9][CH2:10][C:11]1[CH:16]=[CH:15][C:14](I)=[CH:13][CH:12]=1)([CH3:7])[CH3:6])([CH3:4])([CH3:3])[CH3:2].[Br:18][C:19]1[CH:24]=[CH:23][C:22](B(O)O)=[CH:21][CH:20]=1. Product: [Br:18][C:19]1[CH:24]=[CH:23][C:22]([C:14]2[CH:15]=[CH:16][C:11]([CH2:10][CH2:9][O:8][Si:5]([C:1]([CH3:4])([CH3:3])[CH3:2])([CH3:7])[CH3:6])=[CH:12][CH:13]=2)=[CH:21][CH:20]=1. The catalyst class is: 57. (9) Reactant: [Cl:1][C:2]1[CH:3]=[C:4]([CH:17]=[CH:18][C:19]=1[Cl:20])[CH2:5][C:6]1[CH:16]=[CH:15][C:9]([C:10]([O:12]CC)=[O:11])=[CH:8][CH:7]=1.[OH-].[Li+]. Product: [Cl:1][C:2]1[CH:3]=[C:4]([CH:17]=[CH:18][C:19]=1[Cl:20])[CH2:5][C:6]1[CH:16]=[CH:15][C:9]([C:10]([OH:12])=[O:11])=[CH:8][CH:7]=1. The catalyst class is: 87. (10) Reactant: [CH3:1][O:2][C:3](=[O:26])[C@H:4]([CH2:19][C:20]1[CH:25]=[CH:24][CH:23]=[CH:22][CH:21]=1)[N:5]=[C:6]([C:13]1[CH:18]=[CH:17][CH:16]=[CH:15][CH:14]=1)[C:7]1[CH:12]=[CH:11][CH:10]=[CH:9][CH:8]=1.[H-].[Na+].[CH2:29](I)[CH2:30][CH2:31][CH3:32]. Product: [CH3:1][O:2][C:3](=[O:26])[C@:4]([CH2:29][CH2:30][CH2:31][CH3:32])([CH2:19][C:20]1[CH:21]=[CH:22][CH:23]=[CH:24][CH:25]=1)[N:5]=[C:6]([C:13]1[CH:14]=[CH:15][CH:16]=[CH:17][CH:18]=1)[C:7]1[CH:12]=[CH:11][CH:10]=[CH:9][CH:8]=1. The catalyst class is: 3.